This data is from Forward reaction prediction with 1.9M reactions from USPTO patents (1976-2016). The task is: Predict the product of the given reaction. (1) Given the reactants [Si]([O:8][C@@H:9]1[C@@:42]2([CH3:43])[C:13](=[CH:14][CH:15]=[C:16]3[C@@H:41]2[CH2:40][CH2:39][C@@:38]2([CH3:44])[C@H:17]3[CH2:18][CH:19]=[C:20]2[C@@H:21]([O:23][CH2:24]/[CH:25]=[CH:26]/[C:27]([CH3:37])([O:29][Si](CC)(CC)CC)[CH3:28])[CH3:22])[CH2:12][C@@H:11]([O:45][Si](C(C)(C)C)(C)C)[CH2:10]1)(C(C)(C)C)(C)C.[F-].C([N+](CCCC)(CCCC)CCCC)CCC, predict the reaction product. The product is: [OH:8][C@@H:9]1[C@@:42]2([CH3:43])[C:13](=[CH:14][CH:15]=[C:16]3[C@@H:41]2[CH2:40][CH2:39][C@@:38]2([CH3:44])[C@H:17]3[CH2:18][CH:19]=[C:20]2[C@@H:21]([O:23][CH2:24]/[CH:25]=[CH:26]/[C:27]([OH:29])([CH3:28])[CH3:37])[CH3:22])[CH2:12][C@@H:11]([OH:45])[CH2:10]1. (2) Given the reactants [C:1]([OH:7])([C:3]([F:6])([F:5])[F:4])=[O:2].CC(OC([NH:15][C@H:16]([C:23]([O:25][CH2:26][C:27]1[CH:32]=[CH:31][CH:30]=[CH:29][CH:28]=1)=[O:24])[CH2:17][C:18]([O:20][CH2:21][CH3:22])=[O:19])=O)(C)C, predict the reaction product. The product is: [F:4][C:3]([F:6])([F:5])[C:1]([OH:7])=[O:2].[NH2:15][C@H:16]([C:23]([O:25][CH2:26][C:27]1[CH:28]=[CH:29][CH:30]=[CH:31][CH:32]=1)=[O:24])[CH2:17][C:18]([O:20][CH2:21][CH3:22])=[O:19].